From a dataset of Catalyst prediction with 721,799 reactions and 888 catalyst types from USPTO. Predict which catalyst facilitates the given reaction. (1) Reactant: [CH2:1]([O:3][C:4]([N:6]1[CH2:12][CH:11]([CH3:13])[C:10]2[C:14](Br)=[CH:15][S:16][C:9]=2[CH2:8][CH2:7]1)=[O:5])[CH3:2].[Zn](C)[CH3:19]. Product: [CH2:1]([O:3][C:4]([N:6]1[CH2:12][CH:11]([CH3:13])[C:10]2[C:14]([CH3:19])=[CH:15][S:16][C:9]=2[CH2:8][CH2:7]1)=[O:5])[CH3:2]. The catalyst class is: 12. (2) Reactant: CN(C(ON1N=NC2C=CC=NC1=2)=[N+](C)C)C.F[P-](F)(F)(F)(F)F.[CH2:25]([O:31][C:32]([NH:34][C@@H:35]([C:39]([CH3:42])([CH3:41])[CH3:40])[C:36]([OH:38])=O)=[O:33])[CH2:26][CH2:27][CH2:28][CH:29]=[CH2:30].CCN(C(C)C)C(C)C.[CH3:52][O:53][C@:54]1([C:63]2[CH:68]=[CH:67][C:66]([C:69]3[CH:74]=[CH:73][CH:72]=[CH:71][C:70]=3[CH:75]=[CH2:76])=[CH:65][CH:64]=2)[CH2:58][NH:57][C@H:56]([C:59]([O:61][CH3:62])=[O:60])[CH2:55]1. Product: [CH2:25]([O:31][C:32]([NH:34][C@@H:35]([C:39]([CH3:42])([CH3:41])[CH3:40])[C:36]([N:57]1[CH2:58][C@:54]([O:53][CH3:52])([C:63]2[CH:64]=[CH:65][C:66]([C:69]3[CH:74]=[CH:73][CH:72]=[CH:71][C:70]=3[CH:75]=[CH2:76])=[CH:67][CH:68]=2)[CH2:55][C@H:56]1[C:59]([O:61][CH3:62])=[O:60])=[O:38])=[O:33])[CH2:26][CH2:27][CH2:28][CH:29]=[CH2:30]. The catalyst class is: 2. (3) Reactant: O1CCOCC1.Cl.[CH:8]1(/[CH:13]=[C:14](/[C:23]2[N:28]=[C:27]([O:29]C)[C:26]([CH:31]3[CH2:33][CH2:32]3)=[CH:25][CH:24]=2)\[C:15]2[CH:20]=[CH:19][C:18]([S:21][CH3:22])=[CH:17][CH:16]=2)[CH2:12][CH2:11][CH2:10][CH2:9]1. Product: [CH:8]1(/[CH:13]=[C:14](/[C:23]2[NH:28][C:27](=[O:29])[C:26]([CH:31]3[CH2:33][CH2:32]3)=[CH:25][CH:24]=2)\[C:15]2[CH:20]=[CH:19][C:18]([S:21][CH3:22])=[CH:17][CH:16]=2)[CH2:9][CH2:10][CH2:11][CH2:12]1. The catalyst class is: 6. (4) Reactant: [CH:1]([SiH:4]([CH:18]([CH3:20])[CH3:19])[C:5]1[C:15]([CH3:16])=[CH:14][C:8]([O:9][CH2:10][CH2:11][CH2:12][OH:13])=[CH:7][C:6]=1[CH3:17])([CH3:3])[CH3:2].CC(C)=[O:23].OS(O)(=O)=O.O=[Cr](=O)=O. Product: [CH:18]([SiH:4]([CH:1]([CH3:3])[CH3:2])[C:5]1[C:15]([CH3:16])=[CH:14][C:8]([O:9][CH2:10][CH2:11][C:12]([OH:23])=[O:13])=[CH:7][C:6]=1[CH3:17])([CH3:20])[CH3:19]. The catalyst class is: 21. (5) Reactant: [C:1]([O:4][C@@H:5]1[C@H:9]([O:10][C:11](=[O:13])[CH3:12])[C@@H:8]([CH2:14][O:15][C:16](=[O:18])[CH3:17])[O:7][C@H:6]1[N:19]1[CH:27]=[N:26][C:25]2[C:20]1=[N:21][CH:22]=[N:23][C:24]=2Cl)(=[O:3])[CH3:2].[S:29]1[CH:33]=[CH:32][C:31](B(O)O)=[CH:30]1.C(=O)([O-])[O-].[K+].[K+]. Product: [C:1]([O:4][C@@H:5]1[C@H:9]([O:10][C:11](=[O:13])[CH3:12])[C@@H:8]([CH2:14][O:15][C:16](=[O:18])[CH3:17])[O:7][C@H:6]1[N:19]1[CH:27]=[N:26][C:25]2[C:20]1=[N:21][CH:22]=[N:23][C:24]=2[C:31]1[CH:32]=[CH:33][S:29][CH:30]=1)(=[O:3])[CH3:2]. The catalyst class is: 133.